This data is from Forward reaction prediction with 1.9M reactions from USPTO patents (1976-2016). The task is: Predict the product of the given reaction. Given the reactants [NH2:1][C:2]1[N:6]([CH2:7][CH:8]([OH:15])[C:9]2[CH:14]=[CH:13][CH:12]=[CH:11][CH:10]=2)[N:5]=[CH:4][C:3]=1[C:16]([OH:18])=[O:17].[C:19]([N:27]=[C:28]=[S:29])(=[O:26])[C:20]1[CH:25]=[CH:24][CH:23]=[CH:22][CH:21]=1.O1CC[CH2:32][CH2:31]1, predict the reaction product. The product is: [C:19]([NH:27][C:28]([NH:1][C:2]1[N:6]([CH2:7][CH:8]([OH:15])[C:9]2[CH:14]=[CH:13][CH:12]=[CH:11][CH:10]=2)[N:5]=[CH:4][C:3]=1[C:16]([O:18][CH2:31][CH3:32])=[O:17])=[S:29])(=[O:26])[C:20]1[CH:25]=[CH:24][CH:23]=[CH:22][CH:21]=1.